Dataset: Peptide-MHC class I binding affinity with 185,985 pairs from IEDB/IMGT. Task: Regression. Given a peptide amino acid sequence and an MHC pseudo amino acid sequence, predict their binding affinity value. This is MHC class I binding data. (1) The peptide sequence is AEVEWKFYDA. The MHC is HLA-B45:01 with pseudo-sequence HLA-B45:01. The binding affinity (normalized) is 0.842. (2) The peptide sequence is SQGRGWFLL. The MHC is HLA-A02:06 with pseudo-sequence HLA-A02:06. The binding affinity (normalized) is 1.00.